From a dataset of Catalyst prediction with 721,799 reactions and 888 catalyst types from USPTO. Predict which catalyst facilitates the given reaction. (1) Reactant: [F:1][C:2]([F:31])([F:30])[C:3]1[CH:4]=[C:5]([CH:27]=[CH:28][CH:29]=1)[C:6]([NH:8][C:9]1[CH:10]=[C:11]([C:15]2[N:20]3[N:21]=[CH:22][C:23]([C:24]([OH:26])=O)=[C:19]3[N:18]=[CH:17][CH:16]=2)[CH:12]=[CH:13][CH:14]=1)=[O:7].[CH:32]([N:35](CC)C(C)C)(C)C.CN. Product: [CH3:32][NH:35][C:24]([C:23]1[CH:22]=[N:21][N:20]2[C:15]([C:11]3[CH:12]=[CH:13][CH:14]=[C:9]([NH:8][C:6](=[O:7])[C:5]4[CH:27]=[CH:28][CH:29]=[C:3]([C:2]([F:31])([F:1])[F:30])[CH:4]=4)[CH:10]=3)=[CH:16][CH:17]=[N:18][C:19]=12)=[O:26]. The catalyst class is: 198. (2) Product: [CH3:16][C:10]1[C:11]([N+:13]([O-:15])=[O:14])=[CH:12][C:7]([NH:6][C:5](=[O:26])[CH3:4])=[N+:8]([O-:17])[CH:9]=1. Reactant: COC1C=C(OC)C=C[C:4]=1[CH2:5][NH:6][C:7]1[N+:8]([O-:17])=[CH:9][C:10]([CH3:16])=[C:11]([N+:13]([O-:15])=[O:14])[CH:12]=1.C(OC(=O)C)(=[O:26])C. The catalyst class is: 157. (3) Reactant: [Br:1][C:2]1[CH:3]=[C:4]([F:11])[C:5]([F:10])=[C:6]([CH:9]=1)[CH:7]=O.Cl.[CH3:13][O:14][NH2:15].C([O-])([O-])=O.[K+].[K+]. Product: [CH3:13][O:14]/[N:15]=[CH:7]/[C:6]1[CH:9]=[C:2]([Br:1])[CH:3]=[C:4]([F:11])[C:5]=1[F:10]. The catalyst class is: 57.